Dataset: Reaction yield outcomes from USPTO patents with 853,638 reactions. Task: Predict the reaction yield, written as a fraction of the theoretical maximum amount of product (1.0 means a 100% yield; for example, 0.34 means a 34% yield). (1) The catalyst is CO.O.O.O.O.O.O.[Ni](Cl)Cl. The reactants are [CH3:1][C:2]1[CH:11]=[C:10]2[C:5]([CH:6]=[CH:7][CH:8]=[N:9]2)=[CH:4][CH:3]=1.[BH4-].[Na+].Cl.[OH-].[NH4+]. The yield is 1.00. The product is [CH3:1][C:2]1[CH:11]=[C:10]2[C:5]([CH2:6][CH2:7][CH2:8][NH:9]2)=[CH:4][CH:3]=1. (2) The reactants are [CH3:1][O:2][C:3]([C@H:5]1[CH2:9][C@H:8]([S:10]([C:13]2[CH:18]=[CH:17][CH:16]=[CH:15][C:14]=2[Cl:19])(=[O:12])=[O:11])[CH2:7][C@@H:6]1[OH:20])=[O:4].[Cl:21][C:22]1[CH:27]=[CH:26][C:25]([C:28](OC(=N)C(Cl)(Cl)Cl)([CH3:30])[CH3:29])=[CH:24][CH:23]=1.C([O-])(O)=O.[Na+]. The catalyst is C(Cl)Cl.C1CCCCC1.FC(F)(F)S(O)(=O)=O. The product is [CH3:1][O:2][C:3]([C@H:5]1[CH2:9][C@H:8]([S:10]([C:13]2[CH:18]=[CH:17][CH:16]=[CH:15][C:14]=2[Cl:19])(=[O:11])=[O:12])[CH2:7][C@@H:6]1[O:20][C:28]([C:25]1[CH:26]=[CH:27][C:22]([Cl:21])=[CH:23][CH:24]=1)([CH3:30])[CH3:29])=[O:4]. The yield is 0.320. (3) The reactants are [CH:1]1([C:6]2[CH:7]=[C:8]([CH2:17][CH2:18][C:19]([O:21][CH2:22][CH3:23])=[O:20])[CH:9]=[CH:10][C:11]=2[O:12][C:13]([O:15][CH3:16])=[O:14])[CH2:5][CH2:4][CH2:3][CH2:2]1.[N+:24]([O-])([O-:26])=[O:25].[K+]. The catalyst is OS(O)(=O)=O. The product is [CH:1]1([C:6]2[C:11]([O:12][C:13]([O:15][CH3:16])=[O:14])=[CH:10][C:9]([N+:24]([O-:26])=[O:25])=[C:8]([CH2:17][CH2:18][C:19]([O:21][CH2:22][CH3:23])=[O:20])[CH:7]=2)[CH2:2][CH2:3][CH2:4][CH2:5]1. The yield is 0.760. (4) No catalyst specified. The yield is 0.740. The reactants are [Cl:1][C:2]1[CH:11]=[C:10]2[C:5]([C:6]([O:12][C:13]3[CH:14]=[C:15]4[C:20](=[CH:21][CH:22]=3)[C:19]([C:23]([OH:25])=O)=[CH:18][CH:17]=[CH:16]4)=[CH:7][CH:8]=[N:9]2)=[CH:4][CH:3]=1.[NH2:26][CH2:27][C:28]1[CH:43]=[CH:42][C:31]([C:32]([NH:34][C:35]2[CH:40]=[CH:39][CH:38]=[CH:37][C:36]=2[NH2:41])=[O:33])=[CH:30][CH:29]=1. The product is [NH2:41][C:36]1[CH:37]=[CH:38][CH:39]=[CH:40][C:35]=1[NH:34][C:32]([C:31]1[CH:42]=[CH:43][C:28]([CH2:27][NH:26][C:23]([C:19]2[C:20]3[C:15](=[CH:14][C:13]([O:12][C:6]4[C:5]5[C:10](=[CH:11][C:2]([Cl:1])=[CH:3][CH:4]=5)[N:9]=[CH:8][CH:7]=4)=[CH:22][CH:21]=3)[CH:16]=[CH:17][CH:18]=2)=[O:25])=[CH:29][CH:30]=1)=[O:33]. (5) The catalyst is CCO. The reactants are [Cl:1][C:2]1[CH:7]=[CH:6][C:5]([C:8](=O)[CH2:9][C:10]([O:12]CC)=O)=[CH:4][CH:3]=1.[NH:16]([C:18]1[CH:23]=[C:22]([C:24]#[N:25])[CH:21]=[CH:20][N:19]=1)[NH2:17].CC(O)=O. The yield is 0.760. The product is [Cl:1][C:2]1[CH:3]=[CH:4][C:5]([C:8]2[CH:9]=[C:10]([OH:12])[N:16]([C:18]3[CH:23]=[C:22]([C:24]#[N:25])[CH:21]=[CH:20][N:19]=3)[N:17]=2)=[CH:6][CH:7]=1. (6) The reactants are [Br:1][C:2]1[N:3]=[CH:4][NH:5][CH:6]=1.[C:7]1(B(O)O)[CH:12]=[CH:11][CH:10]=[CH:9][CH:8]=1.N1C=CC=CC=1. The catalyst is ClCCl. The product is [Br:1][C:2]1[N:3]=[CH:4][N:5]([C:7]2[CH:12]=[CH:11][CH:10]=[CH:9][CH:8]=2)[CH:6]=1. The yield is 0.260.